From a dataset of Catalyst prediction with 721,799 reactions and 888 catalyst types from USPTO. Predict which catalyst facilitates the given reaction. (1) Reactant: [F:1][C:2]1[CH:11]=[CH:10][C:5]([C:6]([O:8][CH3:9])=[O:7])=[CH:4][C:3]=1[N+:12]([O-])=O. Product: [NH2:12][C:3]1[CH:4]=[C:5]([CH:10]=[CH:11][C:2]=1[F:1])[C:6]([O:8][CH3:9])=[O:7]. The catalyst class is: 63. (2) Reactant: [Cl:1][C:2]1[N:7]=[CH:6][C:5]([CH2:8][C:9]([OH:11])=O)=[CH:4][C:3]=1[CH3:12].[C:13]1([C:19]2[CH:20]=[CH:21][C:22]([NH2:25])=[N:23][CH:24]=2)[CH:18]=[CH:17][CH:16]=[CH:15][CH:14]=1.CN(C(ON1N=NC2C=CC=NC1=2)=[N+](C)C)C.[F:43][P-](F)(F)(F)(F)F.CCN(C(C)C)C(C)C. Product: [Cl:1][C:2]1[N:7]=[CH:6][C:5]([CH2:8][C:9]([NH:25][C:22]2[CH:21]=[CH:20][C:19]([C:13]3[CH:14]=[CH:15][CH:16]=[C:17]([F:43])[CH:18]=3)=[CH:24][N:23]=2)=[O:11])=[CH:4][C:3]=1[CH3:12]. The catalyst class is: 39. (3) Reactant: [Cl:1][C:2]1[N:7]=[C:6]([C:8]2[CH:13]=[CH:12][C:11]([Cl:14])=[CH:10][CH:9]=2)[C:5]([C:15]2[CH:20]=[CH:19][C:18]([Cl:21])=[CH:17][CH:16]=2)=[C:4]([NH:22][NH2:23])[N:3]=1.Cl[C:25](Cl)([O:27]C(=O)OC(Cl)(Cl)Cl)Cl. Product: [Cl:1][C:2]1[N:3]2[C:25](=[O:27])[NH:23][N:22]=[C:4]2[C:5]([C:15]2[CH:20]=[CH:19][C:18]([Cl:21])=[CH:17][CH:16]=2)=[C:6]([C:8]2[CH:13]=[CH:12][C:11]([Cl:14])=[CH:10][CH:9]=2)[N:7]=1. The catalyst class is: 1. (4) Reactant: [N:1]1[CH:6]=[CH:5][CH:4]=[CH:3][C:2]=1[C:7]1[N:12]=[CH:11][C:10]([C:13](Cl)=[O:14])=[CH:9][N:8]=1.[F:16][C:17]1[CH:18]=[C:19]2[C:23](=[CH:24][CH:25]=1)[N:22]([NH2:26])[CH:21]=[CH:20]2.C([O-])([O-])=O.[K+].[K+]. Product: [F:16][C:17]1[CH:18]=[C:19]2[C:23](=[CH:24][CH:25]=1)[N:22]([NH:26][C:13]([C:10]1[CH:9]=[N:8][C:7]([C:2]3[CH:3]=[CH:4][CH:5]=[CH:6][N:1]=3)=[N:12][CH:11]=1)=[O:14])[CH:21]=[CH:20]2. The catalyst class is: 161. (5) Reactant: C(OC([N:8]1[CH2:12][C@H:11]([O:13][C:14]2[CH:19]=[CH:18][C:17]([Cl:20])=[CH:16][N:15]=2)[CH2:10][C@H:9]1[C:21](=[O:61])[NH:22][C@:23]1([C:28]([NH:30][S:31]([C:34]2[CH:39]=[CH:38][CH:37]=[CH:36][C:35]=2[NH:40][CH2:41][CH2:42][CH2:43][CH2:44][CH2:45][CH2:46][CH2:47][C@@H:48]([C:58]([OH:60])=[O:59])[NH:49][C:50]([O:52][CH:53]2[CH2:57][CH2:56][CH2:55][CH2:54]2)=[O:51])(=[O:33])=[O:32])=[O:29])[CH2:25][C@H:24]1[CH:26]=[CH2:27])=O)(C)(C)C.C(O)(C(F)(F)F)=O. Product: [Cl:20][C:17]1[CH:18]=[CH:19][C:14]([O:13][C@H:11]2[CH2:12][NH:8][C@H:9]([C:21]([NH:22][C@:23]3([C:28]([NH:30][S:31]([C:34]4[CH:39]=[CH:38][CH:37]=[CH:36][C:35]=4[NH:40][CH2:41][CH2:42][CH2:43][CH2:44][CH2:45][CH2:46][CH2:47][C@H:48]([NH:49][C:50]([O:52][CH:53]4[CH2:57][CH2:56][CH2:55][CH2:54]4)=[O:51])[C:58]([OH:60])=[O:59])(=[O:32])=[O:33])=[O:29])[CH2:25][C@H:24]3[CH:26]=[CH2:27])=[O:61])[CH2:10]2)=[N:15][CH:16]=1. The catalyst class is: 2. (6) Product: [NH2:1][C:4]1[CH:9]=[CH:8][C:7]([Cl:10])=[CH:6][C:5]=1[CH2:11][O:12][C:13]1[CH:22]=[CH:21][C:16]([C:17]([O:19][CH3:20])=[O:18])=[CH:15][CH:14]=1. The catalyst class is: 150. Reactant: [N+:1]([C:4]1[CH:9]=[CH:8][C:7]([Cl:10])=[CH:6][C:5]=1[CH2:11][O:12][C:13]1[CH:22]=[CH:21][C:16]([C:17]([O:19][CH3:20])=[O:18])=[CH:15][CH:14]=1)([O-])=O.C1COCC1.Cl. (7) Reactant: [C:1]1([C@@H:7]([CH3:43])[CH2:8][NH:9][C:10](=[O:42])[C:11]2[CH:16]=[CH:15][C:14]([C:17]3[C:25]4[C:20](=[N:21][CH:22]=[N:23][C:24]=4[NH2:26])[N:19]([C@H:27]4[CH2:32][CH2:31][C@@H:30]([N:33]5[CH2:38][CH2:37][N:36]([CH3:39])[CH2:35][CH2:34]5)[CH2:29][CH2:28]4)[N:18]=3)=[CH:13][C:12]=2[O:40][CH3:41])[CH:6]=[CH:5][CH:4]=[CH:3][CH:2]=1.[C:44]([OH:51])(=[O:50])/[CH:45]=[CH:46]\[C:47]([OH:49])=[O:48]. Product: [C:44]([OH:51])(=[O:50])/[CH:45]=[CH:46]\[C:47]([OH:49])=[O:48].[C:44]([OH:51])(=[O:50])/[CH:45]=[CH:46]\[C:47]([OH:49])=[O:48].[C:1]1([C@@H:7]([CH3:43])[CH2:8][NH:9][C:10](=[O:42])[C:11]2[CH:16]=[CH:15][C:14]([C:17]3[C:25]4[C:20](=[N:21][CH:22]=[N:23][C:24]=4[NH2:26])[N:19]([C@H:27]4[CH2:32][CH2:31][C@@H:30]([N:33]5[CH2:38][CH2:37][N:36]([CH3:39])[CH2:35][CH2:34]5)[CH2:29][CH2:28]4)[N:18]=3)=[CH:13][C:12]=2[O:40][CH3:41])[CH:6]=[CH:5][CH:4]=[CH:3][CH:2]=1. The catalyst class is: 13.